This data is from Cav3 T-type calcium channel HTS with 100,875 compounds. The task is: Binary Classification. Given a drug SMILES string, predict its activity (active/inactive) in a high-throughput screening assay against a specified biological target. The compound is Clc1cc2NC(NS(=O)(=O)c2cc1S(=O)(=O)N)c1cc(OC)c(OCc2ccccc2)cc1. The result is 0 (inactive).